Task: Predict the reactants needed to synthesize the given product.. Dataset: Full USPTO retrosynthesis dataset with 1.9M reactions from patents (1976-2016) (1) Given the product [Br:1][C:2]1[CH:7]=[CH:6][C:5]([C:14]2[CH:15]=[N:16][C:17]([NH2:20])=[N:18][CH:19]=2)=[C:4]([F:11])[C:3]=1[F:12], predict the reactants needed to synthesize it. The reactants are: [Br:1][C:2]1[CH:7]=[CH:6][C:5](B(O)O)=[C:4]([F:11])[C:3]=1[F:12].Br[C:14]1[CH:15]=[N:16][C:17]([NH2:20])=[N:18][CH:19]=1. (2) The reactants are: Cl[C:2]1[C:11]([Cl:12])=[N:10][C:9]2[C:4](=[CH:5][CH:6]=[CH:7][CH:8]=2)[N:3]=1.[N:13]1[CH:18]=[CH:17][CH:16]=[C:15]([NH2:19])[CH:14]=1.O. Given the product [Cl:12][C:11]1[C:2]([NH:19][C:15]2[CH:14]=[N:13][CH:18]=[CH:17][CH:16]=2)=[N:3][C:4]2[C:9]([N:10]=1)=[CH:8][CH:7]=[CH:6][CH:5]=2, predict the reactants needed to synthesize it. (3) Given the product [Cl:1][C:2]1[CH:13]=[C:12]([CH3:14])[C:5]([O:6][CH2:7][C:8]([NH:17][NH2:18])=[O:9])=[C:4]([CH3:15])[CH:3]=1, predict the reactants needed to synthesize it. The reactants are: [Cl:1][C:2]1[CH:13]=[C:12]([CH3:14])[C:5]([O:6][CH2:7][C:8](OC)=[O:9])=[C:4]([CH3:15])[CH:3]=1.O.[NH2:17][NH2:18]. (4) Given the product [Cl:7][CH:5]([O:4][C:2]([O:8][CH:9]([CH2:10][C:11]([O:13][CH2:14][CH3:15])=[O:12])[CH2:16][C:17]([O:19][CH2:20][CH3:21])=[O:18])=[O:3])[CH3:6], predict the reactants needed to synthesize it. The reactants are: Cl[C:2]([O:4][CH:5]([Cl:7])[CH3:6])=[O:3].[OH:8][CH:9]([CH2:16][C:17]([O:19][CH2:20][CH3:21])=[O:18])[CH2:10][C:11]([O:13][CH2:14][CH3:15])=[O:12].N1C=CC=CC=1. (5) Given the product [N+:17](/[CH:20]=[CH:12]/[C:11]1[CH:10]=[C:9]([CH:16]=[CH:15][CH:14]=1)[O:8][CH2:7][C:2]1[CH:3]=[CH:4][CH:5]=[CH:6][N:1]=1)([O-:19])=[O:18], predict the reactants needed to synthesize it. The reactants are: [N:1]1[CH:6]=[CH:5][CH:4]=[CH:3][C:2]=1[CH2:7][O:8][C:9]1[CH:10]=[C:11]([CH:14]=[CH:15][CH:16]=1)[CH:12]=O.[N+:17]([CH3:20])([O-:19])=[O:18].C([O-])(=O)C.[NH4+]. (6) The reactants are: [I:1]N1C(=O)CCC1=O.[CH2:9]([C:11]1[CH:16]=[CH:15][N:14]=[C:13]([NH2:17])[CH:12]=1)[CH3:10]. Given the product [CH2:9]([C:11]1[C:16]([I:1])=[CH:15][N:14]=[C:13]([NH2:17])[CH:12]=1)[CH3:10], predict the reactants needed to synthesize it. (7) The reactants are: Br[C:2]1[CH:3]=[N:4][C:5]([C:8]2[CH:13]=[CH:12][C:11]([CH2:14][C@H:15]([NH:23][C:24]([C:26]3[S:27][C:28]([C:31]([CH3:34])([CH3:33])[CH3:32])=[CH:29][CH:30]=3)=[O:25])[C:16]([O:18][C:19]([CH3:22])([CH3:21])[CH3:20])=[O:17])=[CH:10][CH:9]=2)=[N:6][CH:7]=1.[F:35][C:36]1[CH:41]=[C:40]([OH:42])[CH:39]=[CH:38][C:37]=1B(O)O.O1CCOCC1.O.O.O.O.O.O.O.O.O.O.C(=O)([O-])[O-].[Na+].[Na+]. Given the product [C:31]([C:28]1[S:27][C:26]([C:24]([NH:23][C@@H:15]([CH2:14][C:11]2[CH:12]=[CH:13][C:8]([C:5]3[N:4]=[CH:3][C:2]([C:37]4[CH:38]=[CH:39][C:40]([OH:42])=[CH:41][C:36]=4[F:35])=[CH:7][N:6]=3)=[CH:9][CH:10]=2)[C:16]([O:18][C:19]([CH3:22])([CH3:21])[CH3:20])=[O:17])=[O:25])=[CH:30][CH:29]=1)([CH3:34])([CH3:33])[CH3:32], predict the reactants needed to synthesize it. (8) The reactants are: [N+:1]([C:4]1[CH:8]=[CH:7][NH:6][N:5]=1)([O-:3])=[O:2].[CH:9]1([CH2:12]O)[CH2:11][CH2:10]1.C1(P(C2C=CC=CC=2)C2C=CC=CC=2)C=CC=CC=1.N(C(OC(C)C)=O)=NC(OC(C)C)=O. Given the product [CH:9]1([CH2:12][N:6]2[CH:7]=[CH:8][C:4]([N+:1]([O-:3])=[O:2])=[N:5]2)[CH2:11][CH2:10]1, predict the reactants needed to synthesize it. (9) The reactants are: C[O:2][C:3]([CH:5]1[C:14]([CH2:15][NH:16][C@H:17]([C:22]([O:24][CH3:25])=[O:23])[CH2:18][CH:19]([CH3:21])[CH3:20])=[CH:13][C:12]2[C:7](=[CH:8][CH:9]=[CH:10][C:11]=2[Cl:26])[O:6]1)=O.[C:27](#N)C. Given the product [CH3:25][O:24][C:22](=[O:23])[C@@H:17]([N:16]([CH2:15][C:14]1[CH:5]([CH:3]=[O:2])[O:6][C:7]2[C:12]([CH:13]=1)=[C:11]([Cl:26])[CH:10]=[CH:9][CH:8]=2)[CH3:27])[CH2:18][CH:19]([CH3:20])[CH3:21], predict the reactants needed to synthesize it. (10) Given the product [CH2:1]([O:3][C@H:4]1[CH2:5][CH2:6][C@H:7]([NH:10][C:11]2[CH:12]=[CH:13][C:14]3[N:15]([C:17]([C:22]4[CH:23]=[CH:24][N:25]=[CH:26][CH:27]=4)=[C:18]([C:20]([NH2:21])=[O:28])[N:19]=3)[N:16]=2)[CH2:8][CH2:9]1)[CH3:2], predict the reactants needed to synthesize it. The reactants are: [CH2:1]([O:3][C@H:4]1[CH2:9][CH2:8][C@H:7]([NH:10][C:11]2[CH:12]=[CH:13][C:14]3[N:15]([C:17]([C:22]4[CH:27]=[CH:26][N:25]=[CH:24][CH:23]=4)=[C:18]([C:20]#[N:21])[N:19]=3)[N:16]=2)[CH2:6][CH2:5]1)[CH3:2].[OH-:28].[Na+].OO.